Dataset: Forward reaction prediction with 1.9M reactions from USPTO patents (1976-2016). Task: Predict the product of the given reaction. (1) Given the reactants [H-].[Na+].[CH:3]1[C:8]([OH:9])=[CH:7][CH:6]=[CH:5][C:4]=1[CH3:10].Cl[C:12]1[CH:21]=[CH:20][C:19]2[C:14](=[C:15]([C:22]3[NH:30][C:29]4[CH2:28][CH2:27][NH:26][C:25](=[O:31])[C:24]=4[CH:23]=3)[CH:16]=[CH:17][CH:18]=2)[N:13]=1, predict the reaction product. The product is: [CH3:10][C:4]1[CH:3]=[C:8]([CH:7]=[CH:6][CH:5]=1)[O:9][C:12]1[CH:21]=[CH:20][C:19]2[C:14](=[C:15]([C:22]3[NH:30][C:29]4[CH2:28][CH2:27][NH:26][C:25](=[O:31])[C:24]=4[CH:23]=3)[CH:16]=[CH:17][CH:18]=2)[N:13]=1. (2) Given the reactants [CH2:1]([C@:3]1([OH:25])[CH2:8][CH2:7][CH2:6][CH2:5][C@H:4]1[N:9]1[C:13]([C:14]2[CH:19]=[CH:18][CH:17]=[CH:16][CH:15]=2)=[C:12]([C:20]([O:22]CC)=[O:21])[N:11]=[CH:10]1)[CH3:2].[OH-].[Na+].Cl, predict the reaction product. The product is: [CH2:1]([C@:3]1([OH:25])[CH2:8][CH2:7][CH2:6][CH2:5][C@H:4]1[N:9]1[C:13]([C:14]2[CH:19]=[CH:18][CH:17]=[CH:16][CH:15]=2)=[C:12]([C:20]([OH:22])=[O:21])[N:11]=[CH:10]1)[CH3:2].